This data is from Full USPTO retrosynthesis dataset with 1.9M reactions from patents (1976-2016). The task is: Predict the reactants needed to synthesize the given product. (1) Given the product [NH2:10][C:4]1[N:3]=[C:2]([Cl:1])[C:7]([C:20]#[C:21][C:15]2[CH:14]=[C:13]([OH:33])[CH:11]=[CH:12][CH:16]=2)=[C:6]([CH3:9])[N:5]=1, predict the reactants needed to synthesize it. The reactants are: [Cl:1][C:2]1[C:7](I)=[C:6]([CH3:9])[N:5]=[C:4]([NH2:10])[N:3]=1.[C:11]([C:13]1[CH:14]=[C:15]2[CH:21]=[CH:20]N[C:16]2=NC=1)#[CH:12].C(N(CC)CC)C.CN(C=[O:33])C. (2) The reactants are: [F:1][C:2]1[CH:3]=[C:4]2[C:8](=[CH:9][CH:10]=1)[NH:7][C:6](=[O:11])[C:5]2=[N:12][N:13]=[CH:14][C:15]1[CH:33]=[CH:32][C:18]([C:19]([NH:21][CH2:22][CH2:23][CH2:24][CH2:25][CH2:26][CH2:27][CH2:28][C:29]([OH:31])=O)=[O:20])=[CH:17][CH:16]=1.Cl.C(N=C=NCCCN(C)C)C.OC1C2N=NNC=2C=CC=1.C(N(CC)CC)C.[F:63][C:64]1[CH:69]=[CH:68][C:67]([NH2:70])=[C:66]([NH2:71])[CH:65]=1. Given the product [F:1][C:2]1[CH:3]=[C:4]2[C:8](=[CH:9][CH:10]=1)[NH:7][C:6](=[O:11])[C:5]2=[N:12][N:13]=[CH:14][C:15]1[CH:16]=[CH:17][C:18]([C:19]([NH:21][CH2:22][CH2:23][CH2:24][CH2:25][CH2:26][CH2:27][CH2:28][C:29]([NH:70][C:67]2[CH:68]=[CH:69][C:64]([F:63])=[CH:65][C:66]=2[NH2:71])=[O:31])=[O:20])=[CH:32][CH:33]=1, predict the reactants needed to synthesize it. (3) Given the product [NH2:7][C:8]1[O:9][CH2:10][C:11]([F:35])([F:36])[C@:12]([C:15]2[CH:20]=[C:19]([NH:21][C:22]([C:24]3[CH:29]=[N:28][C:27]([O:30][CH2:31][C:32]#[CH:33])=[CH:26][N:25]=3)=[O:23])[CH:18]=[CH:17][C:16]=2[F:34])([CH3:14])[N:13]=1, predict the reactants needed to synthesize it. The reactants are: C(OC(=O)[NH:7][C:8]1[O:9][CH2:10][C:11]([F:36])([F:35])[C@:12]([C:15]2[CH:20]=[C:19]([NH:21][C:22]([C:24]3[CH:29]=[N:28][C:27]([O:30][CH2:31][C:32]#[CH:33])=[CH:26][N:25]=3)=[O:23])[CH:18]=[CH:17][C:16]=2[F:34])([CH3:14])[N:13]=1)(C)(C)C.C(O)(C(F)(F)F)=O. (4) Given the product [CH3:46][N:42]1[CH2:31][CH2:30][N:29]([C:26]2([CH2:27][NH:28][C:16]([C:9]3[S:8][C:7]([C:2]4[N:1]=[CH:6][CH:5]=[CH:4][N:3]=4)=[N:11][C:10]=3[C:12]([F:13])([F:14])[F:15])=[O:18])[CH2:22][CH2:21][CH2:20][CH2:25][CH2:24][CH2:23]2)[CH2:34][CH2:33]1, predict the reactants needed to synthesize it. The reactants are: [N:1]1[CH:6]=[CH:5][CH:4]=[N:3][C:2]=1[C:7]1[S:8][C:9]([C:16]([OH:18])=O)=[C:10]([C:12]([F:15])([F:14])[F:13])[N:11]=1.Cl[C:20]1[CH:25]=[CH:24][C:23]([CH:26]([N:29]2[CH2:34][CH2:33]C[CH2:31][CH2:30]2)[CH2:27][NH2:28])=[CH:22][CH:21]=1.F[P-](F)(F)(F)(F)F.[N:42]1(O[P+](N(C)C)(N(C)C)N(C)C)[C:46]2C=CC=CC=2N=N1.CCOC(C)=O. (5) Given the product [C:1]1([CH2:11][NH:12][C:20](=[O:23])[CH:21]=[CH2:22])[C:10]2[C:5](=[CH:6][CH:7]=[CH:8][CH:9]=2)[CH:4]=[CH:3][CH:2]=1, predict the reactants needed to synthesize it. The reactants are: [C:1]1([CH2:11][NH2:12])[C:10]2[C:5](=[CH:6][CH:7]=[CH:8][CH:9]=2)[CH:4]=[CH:3][CH:2]=1.C(N(CC)CC)C.[C:20](Cl)(=[O:23])[CH:21]=[CH2:22]. (6) Given the product [CH3:1][O:2][C:3](=[O:13])[C:4]1[CH:9]=[C:8]([Br:10])[CH:7]=[CH:6][C:5]=1[CH2:11][N:27]1[CH:26]=[C:25]2[N:30]=[C:22]([C:16]3[CH:17]=[CH:18][CH:19]=[C:20]([F:21])[C:15]=3[F:14])[N:23]=[C:24]2[CH:29]=[N:28]1, predict the reactants needed to synthesize it. The reactants are: [CH3:1][O:2][C:3](=[O:13])[C:4]1[CH:9]=[C:8]([Br:10])[CH:7]=[CH:6][C:5]=1[CH2:11]Br.[F:14][C:15]1[C:20]([F:21])=[CH:19][CH:18]=[CH:17][C:16]=1[C:22]1[N:30]=[C:25]2[CH:26]=[N:27][NH:28][CH:29]=[C:24]2[N:23]=1. (7) Given the product [CH3:29][N:30]1[CH:34]=[CH:33][N:32]=[C:31]1[C:4]([C:6]1[N:7]=[CH:8][N:9]([C:11]2[CH:12]=[C:13]([C:17]3[CH:22]=[CH:21][CH:20]=[CH:19][C:18]=3[O:23][C:24]([F:26])([F:25])[F:27])[CH:14]=[CH:15][CH:16]=2)[CH:10]=1)=[O:5], predict the reactants needed to synthesize it. The reactants are: CON(C)[C:4]([C:6]1[N:7]=[CH:8][N:9]([C:11]2[CH:12]=[C:13]([C:17]3[CH:22]=[CH:21][CH:20]=[CH:19][C:18]=3[O:23][C:24]([F:27])([F:26])[F:25])[CH:14]=[CH:15][CH:16]=2)[CH:10]=1)=[O:5].[CH3:29][N:30]1[CH:34]=[CH:33][N:32]=[CH:31]1. (8) Given the product [OH:50][C:31]([CH3:32])([CH3:30])[C:33]#[C:34][C:35]1[CH:36]=[C:37]([C:2]2[C:3]([C:4]([NH:6][S:7]([C:10]3[CH:15]=[CH:14][CH:13]=[CH:12][C:11]=3[S:16](=[O:19])(=[O:18])[NH2:17])(=[O:9])=[O:8])=[O:5])=[CH:20][CH:21]=[CH:22][CH:23]=2)[CH:38]=[CH:39][CH:40]=1, predict the reactants needed to synthesize it. The reactants are: Br[C:2]1[CH:23]=[CH:22][CH:21]=[CH:20][C:3]=1[C:4]([NH:6][S:7]([C:10]1[CH:15]=[CH:14][CH:13]=[CH:12][C:11]=1[S:16](=[O:19])(=[O:18])[NH2:17])(=[O:9])=[O:8])=[O:5].C(=O)([O-])[O-].[K+].[K+].[CH3:30][C:31]([OH:50])([C:33]#[C:34][C:35]1[CH:40]=[CH:39][CH:38]=[C:37](B2OC(C)(C)C(C)(C)O2)[CH:36]=1)[CH3:32].O. (9) Given the product [Cl:5][C:6]1[CH:11]=[CH:10][N:9]=[C:8]2[CH:12]=[C:13]([C:15]([N:17]3[CH2:21][CH2:20][CH:19]([CH2:22][NH:23][CH3:24])[CH2:18]3)=[O:16])[S:14][C:7]=12, predict the reactants needed to synthesize it. The reactants are: [H-].[Na+].CI.[Cl:5][C:6]1[CH:11]=[CH:10][N:9]=[C:8]2[CH:12]=[C:13]([C:15]([N:17]3[CH2:21][CH2:20][CH:19]([CH2:22][NH:23][C:24](=O)OC(C)(C)C)[CH2:18]3)=[O:16])[S:14][C:7]=12.C(O)(C(F)(F)F)=O.C([O-])(O)=O.[Na+].